This data is from Catalyst prediction with 721,799 reactions and 888 catalyst types from USPTO. The task is: Predict which catalyst facilitates the given reaction. (1) Reactant: [Br:1][C:2]1[CH:6]=[N:5][N:4]([CH3:7])[C:3]=1[C:8]1[CH:9]=[C:10]([NH2:16])[CH:11]=[CH:12][C:13]=1[O:14][CH3:15].[CH:17]1[C:26]2[C:21](=[CH:22][CH:23]=[CH:24][CH:25]=2)[CH:20]=[CH:19][C:18]=1[N:27]=[C:28]=[O:29]. Product: [Br:1][C:2]1[CH:6]=[N:5][N:4]([CH3:7])[C:3]=1[C:8]1[CH:9]=[C:10]([NH:16][C:28]([NH:27][C:18]2[CH:19]=[CH:20][C:21]3[C:26](=[CH:25][CH:24]=[CH:23][CH:22]=3)[CH:17]=2)=[O:29])[CH:11]=[CH:12][C:13]=1[O:14][CH3:15]. The catalyst class is: 2. (2) Reactant: [CH3:1][O:2][C:3]1[CH:8]=[CH:7][C:6]([OH:9])=[C:5]([N+:10]([O-:12])=[O:11])[CH:4]=1.Br[CH2:14][C:15]([C:17]1[CH:22]=[CH:21][CH:20]=[CH:19][CH:18]=1)=[O:16].C(=O)([O-])[O-].[K+].[K+]. Product: [CH3:1][O:2][C:3]1[CH:8]=[CH:7][C:6]([O:9][CH2:14][C:15]([C:17]2[CH:22]=[CH:21][CH:20]=[CH:19][CH:18]=2)=[O:16])=[C:5]([N+:10]([O-:12])=[O:11])[CH:4]=1. The catalyst class is: 21. (3) Reactant: [CH:1]1([N:6]2[CH2:12][C:11]([F:14])([F:13])[C:10](=[O:15])[N:9]([CH3:16])[C:8]3[CH:17]=[N:18][C:19]([NH:21][C:22]4[CH:30]=[CH:29][C:25]([C:26](O)=[O:27])=[CH:24][C:23]=4[O:31][CH3:32])=[N:20][C:7]2=3)[CH2:5][CH2:4][CH2:3][CH2:2]1.[NH2:33][CH:34]1[CH2:37][N:36]([CH:38]2[CH2:43][CH2:42][N:41](C(OC(C)(C)C)=O)[CH2:40][CH2:39]2)[CH2:35]1.CN(C(ON1N=NC2C=CC=NC1=2)=[N+](C)C)C.F[P-](F)(F)(F)(F)F.CCN(C(C)C)C(C)C. Product: [CH:1]1([N:6]2[CH2:12][C:11]([F:14])([F:13])[C:10](=[O:15])[N:9]([CH3:16])[C:8]3[CH:17]=[N:18][C:19]([NH:21][C:22]4[CH:30]=[CH:29][C:25]([C:26]([NH:33][CH:34]5[CH2:35][N:36]([CH:38]6[CH2:43][CH2:42][NH:41][CH2:40][CH2:39]6)[CH2:37]5)=[O:27])=[CH:24][C:23]=4[O:31][CH3:32])=[N:20][C:7]2=3)[CH2:5][CH2:4][CH2:3][CH2:2]1. The catalyst class is: 18. (4) The catalyst class is: 493. Product: [CH3:1][O:2][C:3](=[O:12])[CH2:4][C:5]1[CH:10]=[CH:9][C:8]([C:58]2[CH:59]=[CH:60][C:55]([C:52]([C:71]3[CH:84]=[CH:83][C:74]([O:75][CH2:76][C:77](=[O:82])[C:78]([CH3:80])([CH3:79])[CH3:81])=[C:73]([CH3:85])[CH:72]=3)([CH2:53][CH3:54])[CH2:50][CH3:51])=[CH:56][C:57]=2[CH3:70])=[CH:7][CH:6]=1. Reactant: [CH3:1][O:2][C:3](=[O:12])[CH2:4][C:5]1[CH:10]=[CH:9][C:8](Br)=[CH:7][CH:6]=1.C1(P(C2CCCCC2)C2C=CC=CC=2C2C(OC)=CC=CC=2OC)CCCCC1.P([O-])([O-])([O-])=O.[K+].[K+].[K+].[CH2:50]([C:52]([C:71]1[CH:84]=[CH:83][C:74]([O:75][CH2:76][C:77](=[O:82])[C:78]([CH3:81])([CH3:80])[CH3:79])=[C:73]([CH3:85])[CH:72]=1)([C:55]1[CH:60]=[CH:59][C:58](B2OC(C)(C)C(C)(C)O2)=[C:57]([CH3:70])[CH:56]=1)[CH2:53][CH3:54])[CH3:51].C(=O)(O)[O-].[Na+]. (5) Reactant: [CH3:1][C@@H:2]([NH:12][CH2:13][C@H:14](O)[C:15]1[CH:16]=[CH:17][C:18](O)=[C:19](NC=O)C=1)[CH2:3][C:4]1[CH:5]=[CH:6][C:7]([O:10][CH3:11])=[CH:8][CH:9]=1.COC1C=CC(CC(=O)C)=CC=1.C(N)C1C=CC=CC=1. Product: [CH3:11][O:10][C:7]1[CH:8]=[CH:9][C:4]([CH2:3][C@@H:2]([CH3:1])[NH:12][CH2:13][C:14]2[CH:15]=[CH:16][CH:17]=[CH:18][CH:19]=2)=[CH:5][CH:6]=1. The catalyst class is: 553. (6) Reactant: [CH3:1][O:2][C:3]1[CH:37]=[C:36]([O:38][CH3:39])[CH:35]=[CH:34][C:4]=1[CH2:5][N:6]1[C:26]2[C:15]3=[CH:16][C:17]4[CH:18]=[C:19]([CH2:24][OH:25])[N:20]([CH3:23])[C:21]=4[CH:22]=[C:14]3[C:13]([CH3:27])=[CH:12][CH2:11][C:10]=2[C:9]([OH:28])=[C:8]([C:29]([O:31]C)=[O:30])[C:7]1=[O:33].[Li+].[I-].Cl. Product: [CH3:1][O:2][C:3]1[CH:37]=[C:36]([O:38][CH3:39])[CH:35]=[CH:34][C:4]=1[CH2:5][N:6]1[C:26]2[C:15]3=[CH:16][C:17]4[CH:18]=[C:19]([CH2:24][OH:25])[N:20]([CH3:23])[C:21]=4[CH:22]=[C:14]3[C:13]([CH3:27])=[CH:12][CH2:11][C:10]=2[C:9]([OH:28])=[C:8]([C:29]([OH:31])=[O:30])[C:7]1=[O:33]. The catalyst class is: 161. (7) Reactant: [Cl:1][C:2]1[C:7]([NH:8][S:9]([CH2:12][CH2:13][CH3:14])(=[O:11])=[O:10])=[CH:6][CH:5]=[CH:4][C:3]=1[NH:15][C:16]([C:18]1[C:22]2[N:23]=[CH:24][N:25]=[C:26]([NH:27]CC3C=CC(OC)=CC=3OC)[C:21]=2[S:20][CH:19]=1)=[O:17]. Product: [Cl:1][C:2]1[C:7]([NH:8][S:9]([CH2:12][CH2:13][CH3:14])(=[O:10])=[O:11])=[CH:6][CH:5]=[CH:4][C:3]=1[NH:15][C:16]([C:18]1[C:22]2[N:23]=[CH:24][N:25]=[C:26]([NH2:27])[C:21]=2[S:20][CH:19]=1)=[O:17]. The catalyst class is: 55. (8) Reactant: C[O-].[Na+].[C:4]([O:8][CH3:9])(=[O:7])[CH2:5][SH:6].Cl[C:11]([C:15]1[CH:20]=[CH:19][N:18]=[CH:17][CH:16]=1)=[CH:12][C:13]#[N:14]. Product: [NH2:14][C:13]1[CH:12]=[C:11]([C:15]2[CH:20]=[CH:19][N:18]=[CH:17][CH:16]=2)[S:6][C:5]=1[C:4]([O:8][CH3:9])=[O:7]. The catalyst class is: 5. (9) The catalyst class is: 1. Reactant: [CH3:1][O:2][C:3]1[CH:8]=[CH:7][C:6]([O:9][CH2:10][O:11][CH3:12])=[CH:5][N:4]=1.CN(CCN(C)C)C.[Li]CCCC.CN([CH:29]=[O:30])C. Product: [CH3:1][O:2][C:3]1[CH:8]=[C:7]([CH:29]=[O:30])[C:6]([O:9][CH2:10][O:11][CH3:12])=[CH:5][N:4]=1. (10) Reactant: [N+:1]([C:4]1[CH:9]=[CH:8][C:7]([C:10]2[NH:14][N:13]=[N:12][N:11]=2)=[CH:6][CH:5]=1)([O-])=O.C(O)C. Product: [NH:14]1[C:10]([C:7]2[CH:8]=[CH:9][C:4]([NH2:1])=[CH:5][CH:6]=2)=[N:11][N:12]=[N:13]1. The catalyst class is: 153.